Dataset: Forward reaction prediction with 1.9M reactions from USPTO patents (1976-2016). Task: Predict the product of the given reaction. (1) Given the reactants [CH3:1][C:2]([O:5][C:6]([N:8]1[CH2:12][CH2:11][C@@H:10]([CH2:13][C:14]([OH:16])=O)[CH2:9]1)=[O:7])([CH3:4])[CH3:3].[Cl-].ClC1N(C)CC[NH+]1C.CCN(C(C)C)C(C)C.[NH2:35][C:36]1[N:40]([CH3:41])[N:39]=[CH:38][C:37]=1[C:42]([O:44][CH2:45][CH3:46])=[O:43], predict the reaction product. The product is: [CH3:4][C:2]([O:5][C:6]([N:8]1[CH2:12][CH2:11][C@H:10]([CH2:13][C:14]([NH:35][C:36]2[N:40]([CH3:41])[N:39]=[CH:38][C:37]=2[C:42]([O:44][CH2:45][CH3:46])=[O:43])=[O:16])[CH2:9]1)=[O:7])([CH3:1])[CH3:3]. (2) Given the reactants C([NH:4][C:5]([C@@H:26]1[CH2:30][CH2:29][N:28]([S:31]([C:34]2[CH:39]=[CH:38][CH:37]=[CH:36][C:35]=2[N+:40]([O-:42])=[O:41])(=[O:33])=[O:32])[CH2:27]1)([CH2:13][CH2:14][CH2:15][CH2:16][B:17]1[O:21]C(C)(C)C(C)(C)[O:18]1)[C:6](NC(C)(C)C)=[O:7])(=O)C.[O:43]1CCOCC1.Cl, predict the reaction product. The product is: [NH2:4][C:5]([C@@H:26]1[CH2:30][CH2:29][N:28]([S:31]([C:34]2[CH:39]=[CH:38][CH:37]=[CH:36][C:35]=2[N+:40]([O-:42])=[O:41])(=[O:32])=[O:33])[CH2:27]1)([CH2:13][CH2:14][CH2:15][CH2:16][B:17]([OH:18])[OH:21])[C:6]([OH:43])=[O:7]. (3) Given the reactants [C:1]([O:5][C:6](=[O:18])[CH2:7][N:8]1[C:16]2[C:11](=[CH:12][CH:13]=[C:14]([OH:17])[CH:15]=2)[CH:10]=[CH:9]1)([CH3:4])([CH3:3])[CH3:2].[CH3:19][C:20]1[S:24][C:23]([C:25]2[CH:30]=[CH:29][C:28]([O:31][C:32]([F:35])([F:34])[F:33])=[CH:27][CH:26]=2)=[N:22][C:21]=1[CH2:36]CO.[CH2:39](OC(C1SC(C2C=CC(OC(F)(F)F)=CC=2)=NC=1C)=O)C.C1(P(C2C=CC=CC=2)C2C=CC=CC=2)C=CC=CC=1.N(C(OC(C)(C)C)=O)=NC(OC(C)(C)C)=O, predict the reaction product. The product is: [C:1]([O:5][C:6](=[O:18])[CH2:7][N:8]1[C:16]2[C:11](=[CH:12][CH:13]=[C:14]([O:17][CH2:39][CH2:19][C:20]3[S:24][C:23]([C:25]4[CH:26]=[CH:27][C:28]([O:31][C:32]([F:33])([F:34])[F:35])=[CH:29][CH:30]=4)=[N:22][C:21]=3[CH3:36])[CH:15]=2)[CH:10]=[CH:9]1)([CH3:4])([CH3:2])[CH3:3]. (4) Given the reactants [F:1][C:2]1([F:36])[CH2:8][N:7]([C@@H:9]2[CH2:11][C@H:10]2[C:12]2[CH:17]=[CH:16][CH:15]=[CH:14][CH:13]=2)[C:6]2[N:18]=[C:19]([NH:22][C:23]3[CH:31]=[CH:30][C:26]([C:27]([OH:29])=O)=[CH:25][C:24]=3[O:32][CH3:33])[N:20]=[CH:21][C:5]=2[N:4]([CH3:34])[C:3]1=[O:35].C(N(C(C)C)C(C)C)C.[CH3:46][N:47]([CH3:52])[CH2:48][CH2:49][CH2:50][NH2:51], predict the reaction product. The product is: [F:1][C:2]1([F:36])[CH2:8][N:7]([C@@H:9]2[CH2:11][C@H:10]2[C:12]2[CH:17]=[CH:16][CH:15]=[CH:14][CH:13]=2)[C:6]2[N:18]=[C:19]([NH:22][C:23]3[CH:31]=[CH:30][C:26]([C:27]([NH:51][CH2:50][CH2:49][CH2:48][N:47]([CH3:52])[CH3:46])=[O:29])=[CH:25][C:24]=3[O:32][CH3:33])[N:20]=[CH:21][C:5]=2[N:4]([CH3:34])[C:3]1=[O:35]. (5) The product is: [CH2:30]([O:33][C:23]([C:2]1[CH:3]=[C:4]([O:8][C:9]2[CH:18]=[CH:17][C:16]3[C:11](=[CH:12][CH:13]=[CH:14][C:15]=3[C:19]([OH:21])=[O:20])[CH:10]=2)[N:5]=[CH:6][N:7]=1)=[O:24])[CH3:31]. Given the reactants Cl[C:2]1[N:7]=[CH:6][N:5]=[C:4]([O:8][C:9]2[CH:10]=[C:11]3[C:16](=[CH:17][CH:18]=2)[C:15]([C:19]([OH:21])=[O:20])=[CH:14][CH:13]=[CH:12]3)[CH:3]=1.C[CH2:23][OH:24].CCN([CH2:30][CH3:31])CC.[C]=[O:33], predict the reaction product. (6) Given the reactants [NH2:1][C:2]1[CH:10]=[C:6]([C:7]([OH:9])=[O:8])[C:5]([OH:11])=[CH:4][CH:3]=1.[N+:12]([C:15]1[CH:20]=[CH:19][C:18]([CH2:21][CH2:22][CH2:23]Br)=[CH:17][CH:16]=1)([O-:14])=[O:13], predict the reaction product. The product is: [OH:11][C:5]1[CH:4]=[CH:3][C:2]([NH:1][CH2:23][CH2:22][CH2:21][C:18]2[CH:19]=[CH:20][C:15]([N+:12]([O-:14])=[O:13])=[CH:16][CH:17]=2)=[CH:10][C:6]=1[C:7]([OH:9])=[O:8]. (7) Given the reactants [N:1]1[C:9]2[C:4](=[N:5][CH:6]=[CH:7][CH:8]=2)[N:3]([C:10]2[CH:15]=[CH:14][C:13]([CH2:16][C:17]([OH:19])=O)=[CH:12][CH:11]=2)[CH:2]=1.[C:20]([C:24]1[CH:25]=[C:26]([NH2:37])[N:27]([C:29]2[CH:34]=[CH:33][CH:32]=[CH:31][C:30]=2[O:35][CH3:36])[N:28]=1)([CH3:23])([CH3:22])[CH3:21], predict the reaction product. The product is: [C:20]([C:24]1[CH:25]=[C:26]([NH:37][C:17](=[O:19])[CH2:16][C:13]2[CH:12]=[CH:11][C:10]([N:3]3[C:4]4=[N:5][CH:6]=[CH:7][CH:8]=[C:9]4[N:1]=[CH:2]3)=[CH:15][CH:14]=2)[N:27]([C:29]2[CH:34]=[CH:33][CH:32]=[CH:31][C:30]=2[O:35][CH3:36])[N:28]=1)([CH3:23])([CH3:21])[CH3:22].